Dataset: Forward reaction prediction with 1.9M reactions from USPTO patents (1976-2016). Task: Predict the product of the given reaction. (1) Given the reactants Cl[C:2](Cl)(Cl)[CH:3]([OH:5])O.S([O-])([O-])(=O)=O.[Na+].[Na+].S(O)(O)(=O)=O.[NH2:20][OH:21].[CH3:22][C:23]1[C:28]([C:29]([F:32])([F:31])[F:30])=[CH:27][CH:26]=[CH:25][C:24]=1[NH2:33].Cl, predict the reaction product. The product is: [OH:21][N:20]=[CH:2][C:3]([NH:33][C:24]1[CH:25]=[CH:26][CH:27]=[C:28]([C:29]([F:30])([F:31])[F:32])[C:23]=1[CH3:22])=[O:5]. (2) Given the reactants I(C1C=CC=CC=1C(O)=O)(=O)=O.[OH:13][CH:14]([C:44]([NH:46][O:47][CH3:48])=[O:45])[CH:15]([NH:23][C:24](=[O:43])[C:25]1[CH:30]=[CH:29][CH:28]=[N:27][C:26]=1[N:31]1[CH:35]=[C:34]([CH3:36])[C:33]([C:37]2[CH:42]=[CH:41][CH:40]=[CH:39][CH:38]=2)=[N:32]1)[CH2:16][C:17]1[CH:22]=[CH:21][CH:20]=[CH:19][CH:18]=1, predict the reaction product. The product is: [CH3:48][O:47][NH:46][C:44](=[O:45])[C:14](=[O:13])[CH:15]([NH:23][C:24]([C:25]1[C:26]([N:31]2[CH:35]=[C:34]([CH3:36])[C:33]([C:37]3[CH:38]=[CH:39][CH:40]=[CH:41][CH:42]=3)=[N:32]2)=[N:27][CH:28]=[CH:29][CH:30]=1)=[O:43])[CH2:16][C:17]1[CH:18]=[CH:19][CH:20]=[CH:21][CH:22]=1. (3) Given the reactants C([O:3][C:4](=[O:51])[CH2:5][N:6]1[CH2:11][CH2:10][CH:9]([CH2:12][N:13]2[CH2:19][CH2:18][CH2:17][C@H:16]([N:20]([CH2:27][C:28]3[CH:33]=[C:32]([C:34]([F:37])([F:36])[F:35])[CH:31]=[C:30]([C:38]([F:41])([F:40])[F:39])[CH:29]=3)[C:21]3[N:22]=[N:23][N:24]([CH3:26])[N:25]=3)[C:15]3[CH:42]=[C:43]([CH3:50])[C:44]([C:46]([F:49])([F:48])[F:47])=[CH:45][C:14]2=3)[CH2:8][CH2:7]1)C.[OH-].[Na+], predict the reaction product. The product is: [F:37][C:34]([F:35])([F:36])[C:32]1[CH:33]=[C:28]([CH:29]=[C:30]([C:38]([F:39])([F:40])[F:41])[CH:31]=1)[CH2:27][N:20]([C:21]1[N:22]=[N:23][N:24]([CH3:26])[N:25]=1)[C@H:16]1[CH2:17][CH2:18][CH2:19][N:13]([CH2:12][CH:9]2[CH2:10][CH2:11][N:6]([CH2:5][C:4]([OH:51])=[O:3])[CH2:7][CH2:8]2)[C:14]2[CH:45]=[C:44]([C:46]([F:47])([F:48])[F:49])[C:43]([CH3:50])=[CH:42][C:15]1=2. (4) Given the reactants [C:1]([C:3]1([OH:16])[CH2:8][CH2:7][CH2:6][N:5](C(OC(C)(C)C)=O)[CH2:4]1)#[CH:2].[ClH:17], predict the reaction product. The product is: [ClH:17].[C:1]([C:3]1([OH:16])[CH2:8][CH2:7][CH2:6][NH:5][CH2:4]1)#[CH:2]. (5) Given the reactants [C:1]1([S:7][C@@H:8]2[CH2:13][CH2:12][CH2:11][CH2:10][C@H:9]2O)[CH:6]=[CH:5][CH:4]=[CH:3][CH:2]=1.C(N(CC)C(C)C)(C)C.CS(Cl)(=O)=O.C1OCCOCCOCCOCCOC1.[N-:44]=[N+:45]=[N-:46].[Na+], predict the reaction product. The product is: [N:44]([C@@H:9]1[CH2:10][CH2:11][CH2:12][CH2:13][C@H:8]1[S:7][C:1]1[CH:2]=[CH:3][CH:4]=[CH:5][CH:6]=1)=[N+:45]=[N-:46]. (6) Given the reactants [CH3:1][C:2]1[O:6][C:5]([C:7]2[CH:12]=[CH:11][CH:10]=[CH:9][CH:8]=2)=[N:4][C:3]=1[CH2:13][O:14][C:15]1[CH:33]=[CH:32][CH:31]=[CH:30][C:16]=1[CH2:17][O:18][C:19]1[CH:24]=[CH:23][CH:22]=[CH:21][C:20]=1[CH2:25][C:26]([O:28]C)=[O:27].O1CCCC1.[OH-].[Na+].Cl, predict the reaction product. The product is: [CH3:1][C:2]1[O:6][C:5]([C:7]2[CH:8]=[CH:9][CH:10]=[CH:11][CH:12]=2)=[N:4][C:3]=1[CH2:13][O:14][C:15]1[CH:33]=[CH:32][CH:31]=[CH:30][C:16]=1[CH2:17][O:18][C:19]1[CH:24]=[CH:23][CH:22]=[CH:21][C:20]=1[CH2:25][C:26]([OH:28])=[O:27]. (7) Given the reactants C(OC([N:8]1[C:16]2[CH:15]=[C:14]([C:17]([F:22])([F:21])[CH2:18][CH2:19][CH3:20])[N:13]=[CH:12][C:11]=2[C:10]([CH3:24])([CH3:23])[CH2:9]1)=O)(C)(C)C, predict the reaction product. The product is: [F:21][C:17]([C:14]1[N:13]=[CH:12][C:11]2[C:10]([CH3:23])([CH3:24])[CH2:9][NH:8][C:16]=2[CH:15]=1)([F:22])[CH2:18][CH2:19][CH3:20]. (8) Given the reactants [N:1]1[C:9]2[C:4](=[N:5][CH:6]=[CH:7][CH:8]=2)[O:3][C:2]=1[C:10]1[C:11]([NH2:27])=[N:12][CH:13]=[C:14]([C:16]2[CH:17]=NN(C3CCNCC3)[CH:20]=2)[CH:15]=1.[CH3:28][C:29]1(C)[C:33](C)(C)OB(C2C=CC(O)=CC=2)[O:30]1.[F-].[Cs+], predict the reaction product. The product is: [NH2:27][C:11]1[N:12]=[CH:13][C:14]([C:16]2[CH:20]=[CH:33][C:29]([OH:30])=[CH:28][CH:17]=2)=[CH:15][C:10]=1[C:2]1[O:3][C:4]2[C:9]([N:1]=1)=[CH:8][CH:7]=[CH:6][N:5]=2. (9) The product is: [CH3:1][N:2]1[CH:7]=[C:6]([C:34]2[CH:39]=[CH:38][N:37]=[CH:36][C:35]=2[O:40][CH2:41][CH:42]2[CH2:46][CH2:45][O:44][CH2:43]2)[C:5]2[O:17][C:18]([CH2:20][N:21]3[CH2:26][CH2:25][N:24]([S:27]([CH3:30])(=[O:29])=[O:28])[CH2:23][C@H:22]3[CH3:31])=[CH:19][C:4]=2[C:3]1=[O:32]. Given the reactants [CH3:1][N:2]1[CH:7]=[C:6](B2OC(C)(C)C(C)(C)O2)[C:5]2[O:17][C:18]([CH2:20][N:21]3[CH2:26][CH2:25][N:24]([S:27]([CH3:30])(=[O:29])=[O:28])[CH2:23][C@H:22]3[CH3:31])=[CH:19][C:4]=2[C:3]1=[O:32].Br[C:34]1[CH:39]=[CH:38][N:37]=[CH:36][C:35]=1[O:40][CH2:41][CH:42]1[CH2:46][CH2:45][O:44][CH2:43]1, predict the reaction product. (10) Given the reactants [C:1]([O:5][C:6]([N:8]1[CH2:13][CH2:12][C:11]([NH2:16])([C:14]#[N:15])[CH2:10][CH2:9]1)=[O:7])([CH3:4])([CH3:3])[CH3:2].[Cl:17][C:18]1[CH:26]=[CH:25][C:21]([C:22](Cl)=[O:23])=[CH:20][CH:19]=1.[OH-].[Na+], predict the reaction product. The product is: [C:1]([O:5][C:6]([N:8]1[CH2:9][CH2:10][C:11]([NH:16][C:22](=[O:23])[C:21]2[CH:25]=[CH:26][C:18]([Cl:17])=[CH:19][CH:20]=2)([C:14]#[N:15])[CH2:12][CH2:13]1)=[O:7])([CH3:4])([CH3:2])[CH3:3].